Dataset: Forward reaction prediction with 1.9M reactions from USPTO patents (1976-2016). Task: Predict the product of the given reaction. Given the reactants [Cl:1][C:2]1[CH:7]=[C:6](Cl)[N:5]=[C:4]([NH2:9])[CH:3]=1.[C:10]([C:12]1[CH:17]=[CH:16][CH:15]=[CH:14][CH:13]=1)#[CH:11].C(N(CC)CC)C.C1COCC1, predict the reaction product. The product is: [Cl:1][C:2]1[CH:7]=[C:6]([C:11]#[C:10][C:12]2[CH:17]=[CH:16][CH:15]=[CH:14][CH:13]=2)[N:5]=[C:4]([NH2:9])[CH:3]=1.